This data is from Forward reaction prediction with 1.9M reactions from USPTO patents (1976-2016). The task is: Predict the product of the given reaction. (1) Given the reactants [N:1]1[CH:6]=[CH:5][CH:4]=[C:3]([NH:7][C:8](=[O:15])OCC(Cl)(Cl)Cl)[N:2]=1.[F:16][C:17]1[CH:22]=[C:21]([F:23])[CH:20]=[CH:19][C:18]=1[C:24]1[CH:29]=[C:28]([N:30]2[CH2:35][CH2:34][NH:33][CH2:32][CH2:31]2)[CH:27]=[CH:26][N:25]=1, predict the reaction product. The product is: [F:16][C:17]1[CH:22]=[C:21]([F:23])[CH:20]=[CH:19][C:18]=1[C:24]1[CH:29]=[C:28]([N:30]2[CH2:31][CH2:32][N:33]([C:8]([NH:7][C:3]3[N:2]=[N:1][CH:6]=[CH:5][CH:4]=3)=[O:15])[CH2:34][CH2:35]2)[CH:27]=[CH:26][N:25]=1. (2) Given the reactants [CH2:1]1[O:9][C:8]2[CH:7]=[CH:6][C:5]([C:10]3[CH:15]=[C:14]([C:16]4[CH:21]=[CH:20][CH:19]=[CH:18][CH:17]=4)[NH:13][C:12](=[O:22])[CH:11]=3)=[CH:4][C:3]=2[O:2]1.Br[CH2:24][CH2:25][CH2:26][CH2:27][C:28]([CH3:32])([CH3:31])[C:29]#[N:30], predict the reaction product. The product is: [CH3:31][C:28]([CH3:32])([CH2:27][CH2:26][CH2:25][CH2:24][O:22][C:12]1[CH:11]=[C:10]([C:5]2[CH:6]=[CH:7][C:8]3[O:9][CH2:1][O:2][C:3]=3[CH:4]=2)[CH:15]=[C:14]([C:16]2[CH:21]=[CH:20][CH:19]=[CH:18][CH:17]=2)[N:13]=1)[C:29]#[N:30]. (3) Given the reactants [Cl:1][C:2]1[CH:3]=[CH:4][C:5]([OH:11])=[C:6]([C:8](=[O:10])[CH3:9])[CH:7]=1.COC(=O)[O-].[Mg+2].COC(=O)[O-].Br[CH2:24][C:25]#[N:26], predict the reaction product. The product is: [Cl:1][C:2]1[CH:3]=[CH:4][C:5]([OH:11])=[C:6]([C:8](=[O:10])[CH2:9][CH2:24][C:25]#[N:26])[CH:7]=1. (4) Given the reactants Br[C:2]1[CH:3]=[C:4]2[C:9](=[CH:10][C:11]=1[F:12])[N:8]([CH2:13][CH3:14])[C:7](=[O:15])[N:6]([CH2:16][CH3:17])[C:5]2=[O:18].[C:19](=[NH:32])([C:26]1[CH:31]=[CH:30][CH:29]=[CH:28][CH:27]=1)[C:20]1[CH:25]=[CH:24][CH:23]=[CH:22][CH:21]=1.CC(C1C=C(C(C)C)C(C2C=CC=CC=2P(C2CCCCC2)C2CCCCC2)=C(C(C)C)C=1)C.C(=O)([O-])[O-].[Cs+].[Cs+], predict the reaction product. The product is: [C:20]1([C:19](=[N:32][C:2]2[CH:3]=[C:4]3[C:9](=[CH:10][C:11]=2[F:12])[N:8]([CH2:13][CH3:14])[C:7](=[O:15])[N:6]([CH2:16][CH3:17])[C:5]3=[O:18])[C:26]2[CH:27]=[CH:28][CH:29]=[CH:30][CH:31]=2)[CH:25]=[CH:24][CH:23]=[CH:22][CH:21]=1. (5) Given the reactants [F:1][C:2]([F:20])([F:19])[C:3]1[CH:4]=[C:5]([CH:16]=[CH:17][CH:18]=1)[CH2:6][N:7]1[CH2:11][C@@H:10]2[C@@H:12]([NH2:15])[CH2:13][CH2:14][C@@H:9]2[CH2:8]1.Br[CH:22]([C:29]1[CH:34]=[CH:33][CH:32]=[CH:31][CH:30]=1)[C:23]1[CH:28]=[CH:27][CH:26]=[CH:25][CH:24]=1.C(=O)([O-])[O-].[K+].[K+], predict the reaction product. The product is: [CH:22]([NH:15][C@@H:12]1[C@@H:10]2[C@@H:9]([CH2:8][N:7]([CH2:6][C:5]3[CH:16]=[CH:17][CH:18]=[C:3]([C:2]([F:19])([F:1])[F:20])[CH:4]=3)[CH2:11]2)[CH2:14][CH2:13]1)([C:23]1[CH:28]=[CH:27][CH:26]=[CH:25][CH:24]=1)[C:29]1[CH:34]=[CH:33][CH:32]=[CH:31][CH:30]=1. (6) Given the reactants [C:1]1(B(O)O)[C:10]2[C:5](=[CH:6][CH:7]=[CH:8][CH:9]=2)[CH:4]=[CH:3][CH:2]=1.C(=O)([O-])[O-].[Cs+].[Cs+].Br[C:21]1[C:29]([CH3:30])=[CH:28][CH:27]=[C:26]2[C:22]=1[CH:23]=[CH:24][CH2:25]2, predict the reaction product. The product is: [C:1]1([C:21]2[C:29]([CH3:30])=[CH:28][CH:27]=[C:26]3[C:22]=2[CH:23]=[CH:24][CH2:25]3)[C:10]2[C:5](=[CH:6][CH:7]=[CH:8][CH:9]=2)[CH:4]=[CH:3][CH:2]=1.